Dataset: Reaction yield outcomes from USPTO patents with 853,638 reactions. Task: Predict the reaction yield, written as a fraction of the theoretical maximum amount of product (1.0 means a 100% yield; for example, 0.34 means a 34% yield). (1) The reactants are [CH3:1]N(C)C=O.[C:6]([C:9]1[CH:14]=[CH:13][N:12]=[CH:11][CH:10]=1)(=O)[CH3:7].[Br-].[CH2:16]([O:23][C:24]([P+](C1C=CC=CC=1)(C1C=CC=CC=1)C1C=CC=CC=1)=[O:25])[C:17]1[CH:22]=[CH:21][CH:20]=[CH:19][CH:18]=1.C(=O)([O-])[O-].[K+].[K+]. The catalyst is C(OCC)C. The product is [N:12]1[CH:13]=[CH:14][C:9]([C:6]([CH3:1])=[CH:7][C:24]([O:23][CH2:16][C:17]2[CH:22]=[CH:21][CH:20]=[CH:19][CH:18]=2)=[O:25])=[CH:10][CH:11]=1. The yield is 0.420. (2) The reactants are [OH:1][C:2]1([C:12]2[CH:20]=[CH:19][C:15]([C:16](O)=[O:17])=[CH:14][CH:13]=2)[CH2:11][CH2:10][C:5]2([O:9][CH2:8][CH2:7][O:6]2)[CH2:4][CH2:3]1.CN.[CH3:23][N:24]([P+](ON1N=NC2C=CC=CC1=2)(N(C)C)N(C)C)C.F[P-](F)(F)(F)(F)F.C(N(CC)CC)C. The catalyst is CN(C=O)C.C(OCC)(=O)C.CCCCCC. The product is [OH:1][C:2]1([C:12]2[CH:20]=[CH:19][C:15]([C:16]([NH:24][CH3:23])=[O:17])=[CH:14][CH:13]=2)[CH2:11][CH2:10][C:5]2([O:9][CH2:8][CH2:7][O:6]2)[CH2:4][CH2:3]1. The yield is 0.700. (3) The reactants are [Si:1]([O:8][CH2:9][C@@H:10]1[CH:15]=[C:14]([CH3:16])[C@H:13](O)[CH2:12][N:11]1[C:18]([O:20][C:21]([CH3:24])([CH3:23])[CH3:22])=[O:19])([C:4]([CH3:7])([CH3:6])[CH3:5])([CH3:3])[CH3:2].C1(P(C2C=CC=CC=2)C2C=CC=CC=2)C=CC=CC=1.[CH2:44]([O:47][NH:48][S:49]([C:52]1[CH:57]=[CH:56][CH:55]=[CH:54][C:53]=1[N+:58]([O-:60])=[O:59])(=[O:51])=[O:50])[CH:45]=[CH2:46].N(C(OC(C)C)=O)=NC(OC(C)C)=O. The catalyst is C1(C)C=CC=CC=1. The product is [CH2:44]([O:47][N:48]([C@H:13]1[CH2:12][N:11]([C:18]([O:20][C:21]([CH3:23])([CH3:22])[CH3:24])=[O:19])[C@H:10]([CH2:9][O:8][Si:1]([C:4]([CH3:5])([CH3:6])[CH3:7])([CH3:3])[CH3:2])[CH:15]=[C:14]1[CH3:16])[S:49]([C:52]1[CH:57]=[CH:56][CH:55]=[CH:54][C:53]=1[N+:58]([O-:60])=[O:59])(=[O:51])=[O:50])[CH:45]=[CH2:46]. The yield is 0.780. (4) The reactants are C([O:4][C:5]1[CH:12]=[CH:11][C:8]([CH:9]=[O:10])=[C:7]([CH3:13])[CH:6]=1)C=C.C1(P(C2C=CC=CC=2)C2C=CC=CC=2)C=CC=CC=1.C(O)=O. The catalyst is C(OCC)(=O)C.C([O-])(=O)C.[Pd+2].C([O-])(=O)C. The product is [CH3:13][C:7]1[CH:6]=[C:5]([OH:4])[CH:12]=[CH:11][C:8]=1[CH:9]=[O:10]. The yield is 0.350. (5) The yield is 0.870. The reactants are C(=O)([O-])[O-].[Ca+2].[C:6](Cl)(Cl)=[S:7].ClCCl.O.[NH2:14][C:15]1[CH:20]=[CH:19][C:18]([S:21]([NH2:24])(=[O:23])=[O:22])=[CH:17][CH:16]=1.Cl. The product is [N:14]([C:15]1[CH:20]=[CH:19][C:18]([S:21]([NH2:24])(=[O:22])=[O:23])=[CH:17][CH:16]=1)=[C:6]=[S:7]. No catalyst specified. (6) The reactants are [Br:1][C:2]1[C:3]([C:8]([F:11])([F:10])[F:9])=[N:4][NH:5][C:6]=1[CH3:7].O.C1(C)C=CC(S(O)(=O)=O)=CC=1.[O:24]1[CH:29]=[CH:28][CH2:27][CH2:26][CH2:25]1. The catalyst is C(Cl)(Cl)Cl. The product is [Br:1][C:2]1[C:3]([C:8]([F:9])([F:11])[F:10])=[N:4][N:5]([CH:25]2[CH2:26][CH2:27][CH2:28][CH2:29][O:24]2)[C:6]=1[CH3:7]. The yield is 0.590.